Dataset: Reaction yield outcomes from USPTO patents with 853,638 reactions. Task: Predict the reaction yield, written as a fraction of the theoretical maximum amount of product (1.0 means a 100% yield; for example, 0.34 means a 34% yield). (1) The reactants are [N:1]([C@@H:4]([C@H:46]1[CH2:50][CH2:49][O:48][CH2:47]1)[C:5]([NH:7][C@@H:8]([CH2:39][C:40]1[CH:45]=[CH:44][CH:43]=[CH:42][CH:41]=1)[C@@H:9]([OH:38])[CH2:10][C@@H:11]([NH:25][C:26](=[O:37])[C@H:27]([C:33]([CH3:36])([CH3:35])[CH3:34])[NH:28]C(OC)=O)[CH2:12][C:13]1[CH:18]=[CH:17][C:16]([C:19]2[CH:24]=[CH:23][CH:22]=[CH:21][N:20]=2)=[CH:15][CH:14]=1)=[O:6])=[N+]=[N-].N1C=CC=CC=1.Cl[C:58]([O:60][CH3:61])=[O:59]. The catalyst is CO.C(OCC)(=O)C.[Pd]. The product is [CH3:61][O:60][C:58](=[O:59])[NH:1][C@@H:4]([C@H:46]1[CH2:50][CH2:49][O:48][CH2:47]1)[C:5](=[O:6])[NH:7][C@@H:8]([CH2:39][C:40]1[CH:45]=[CH:44][CH:43]=[CH:42][CH:41]=1)[C@@H:9]([OH:38])[CH2:10][C@H:11]([CH2:12][C:13]1[CH:18]=[CH:17][C:16]([C:19]2[CH:24]=[CH:23][CH:22]=[CH:21][N:20]=2)=[CH:15][CH:14]=1)[NH:25][C:26](=[O:37])[C@H:27]([C:33]([CH3:34])([CH3:35])[CH3:36])[NH:28][C:58](=[O:59])[O:60][CH3:61]. The yield is 0.430. (2) The reactants are [Br:1][C:2]1[CH:3]=[C:4]([OH:8])[CH:5]=[N:6][CH:7]=1.Cl[C:10]1[CH:11]=[CH:12][C:13]([N+:25]([O-:27])=[O:26])=[C:14]([CH2:16][NH:17][C:18](=[O:24])[O:19][C:20]([CH3:23])([CH3:22])[CH3:21])[CH:15]=1.[H-].[Na+]. The catalyst is CN(C=O)C. The product is [Br:1][C:2]1[CH:3]=[C:4]([O:8][C:10]2[CH:11]=[CH:12][C:13]([N+:25]([O-:27])=[O:26])=[C:14]([CH2:16][NH:17][C:18](=[O:24])[O:19][C:20]([CH3:23])([CH3:21])[CH3:22])[CH:15]=2)[CH:5]=[N:6][CH:7]=1. The yield is 0.990. (3) The yield is 0.590. The product is [C:1]([O:5][C:6](=[O:29])[N:7]([C:9]1[CH:10]=[C:11]2[C:12]([CH:15]=[C:16]([C:17]3[C:18]([O:24][CH3:25])=[N:19][CH:20]=[CH:21][C:22]=3[I:23])[NH:26]2)=[CH:13][CH:14]=1)[CH3:8])([CH3:4])([CH3:3])[CH3:2]. The reactants are [C:1]([O:5][C:6](=[O:29])[N:7]([C:9]1[CH:14]=[CH:13][C:12](/[CH:15]=[CH:16]/[C:17]2[C:18]([O:24][CH3:25])=[N:19][CH:20]=[CH:21][C:22]=2[I:23])=[C:11]([N+:26]([O-])=O)[CH:10]=1)[CH3:8])([CH3:4])([CH3:3])[CH3:2].O. The catalyst is P(OCC)(OCC)OCC.